Dataset: Forward reaction prediction with 1.9M reactions from USPTO patents (1976-2016). Task: Predict the product of the given reaction. (1) Given the reactants Br[C:2]1[CH:7]=[CH:6][CH:5]=[CH:4][C:3]=1[CH2:8][C:9]([OH:11])=[O:10].[Br:12][C:13]1[CH:19]=[C:18]([Br:20])[CH:17]=[CH:16][C:14]=1[NH2:15], predict the reaction product. The product is: [Br:12][C:13]1[CH:19]=[C:18]([Br:20])[CH:17]=[CH:16][C:14]=1[NH:15][C:2]1[CH:7]=[CH:6][CH:5]=[CH:4][C:3]=1[CH2:8][C:9]([OH:11])=[O:10]. (2) Given the reactants [Cl:1][C:2]1[CH:7]=[C:6]([NH:8][C:9]([NH:11][C:12]2[CH:17]=[CH:16][CH:15]=[CH:14][CH:13]=2)=[O:10])[CH:5]=[CH:4][C:3]=1[NH:18]C(=O)C.Cl, predict the reaction product. The product is: [NH3:8].[NH2:18][C:3]1[CH:4]=[CH:5][C:6]([NH:8][C:9]([NH:11][C:12]2[CH:17]=[CH:16][CH:15]=[CH:14][CH:13]=2)=[O:10])=[CH:7][C:2]=1[Cl:1]. (3) Given the reactants Br[C:2]1[CH:3]=[C:4]([C:8]([N:10]2[CH2:16][CH2:15][CH2:14][N:13]([CH:17]3[CH2:20][CH2:19][CH2:18]3)[CH2:12][CH2:11]2)=[O:9])[CH:5]=[N:6][CH:7]=1.[F:21][C:22]1[CH:27]=[CH:26]C=[CH:24][C:23]=1O.[C:29]([O-:32])([O-])=O.[Cs+].[Cs+], predict the reaction product. The product is: [CH:17]1([N:13]2[CH2:14][CH2:15][CH2:16][N:10]([C:8]([C:4]3[CH:5]=[N:6][CH:7]=[C:2]([O:32][C:29]4[CH:26]=[CH:27][C:22]([F:21])=[CH:23][CH:24]=4)[CH:3]=3)=[O:9])[CH2:11][CH2:12]2)[CH2:20][CH2:19][CH2:18]1.